This data is from Catalyst prediction with 721,799 reactions and 888 catalyst types from USPTO. The task is: Predict which catalyst facilitates the given reaction. (1) Reactant: Br[C:2]1[CH:3]=[C:4]([CH:7]=[C:8]([O:10][CH2:11][C:12]2[CH:17]=[CH:16][C:15]([O:18][CH3:19])=[CH:14][CH:13]=2)[CH:9]=1)[C:5]#[N:6].[CH2:20]1[O:28][C:27]2[CH:26]=[CH:25][C:24](B(O)O)=[CH:23][C:22]=2[O:21]1.C(=O)([O-])[O-].[Na+].[Na+]. Product: [O:21]1[C:22]2[CH:23]=[CH:24][C:25]([C:2]3[CH:3]=[C:4]([CH:7]=[C:8]([O:10][CH2:11][C:12]4[CH:17]=[CH:16][C:15]([O:18][CH3:19])=[CH:14][CH:13]=4)[CH:9]=3)[C:5]#[N:6])=[CH:26][C:27]=2[O:28][CH2:20]1. The catalyst class is: 853. (2) Product: [S:1]([C:5]1[CH:11]=[CH:10][C:8]([CH3:9])=[CH:7][CH:6]=1)([OH:4])(=[O:3])=[O:2].[CH3:14][C:13]([NH:25][C@@H:26]1[CH2:30][C@H:29]([C:31]2[CH:36]=[CH:35][CH:34]=[C:33]([O:37][C:38]([F:41])([F:39])[F:40])[CH:32]=2)[N:28]([C:42]2[CH:49]=[CH:48][C:45]([C:46]#[N:47])=[CH:44][CH:43]=2)[C:27]1=[O:50])([C:15]1[CH:20]=[CH:19][CH:18]=[C:17]([C:21]([F:24])([F:22])[F:23])[N:16]=1)[CH3:12]. The catalyst class is: 4. Reactant: [S:1]([C:5]1[CH:11]=[CH:10][C:8]([CH3:9])=[CH:7][CH:6]=1)([O-:4])(=[O:3])=[O:2].[CH3:12][C:13]([NH:25][C@@H:26]1[CH2:30][C@H:29]([C:31]2[CH:36]=[CH:35][CH:34]=[C:33]([O:37][C:38]([F:41])([F:40])[F:39])[CH:32]=2)[N:28]([C:42]2[CH:49]=[CH:48][C:45]([C:46]#[N:47])=[CH:44][CH:43]=2)[C:27]1=[O:50])([C:15]1[CH:20]=[CH:19][CH:18]=[C:17]([C:21]([F:24])([F:23])[F:22])[N:16]=1)[CH3:14]. (3) Reactant: Br[CH2:2][C:3](=O)[C:4]([F:7])([F:6])[F:5].[NH2:9][C:10]1[S:11][CH:12]=[CH:13][N:14]=1. Product: [F:5][C:4]([F:7])([F:6])[C:3]1[N:9]=[C:10]2[N:14]([CH:2]=1)[CH:13]=[CH:12][S:11]2. The catalyst class is: 21. (4) Product: [CH3:17][C:15]1[CH:16]=[C:11]([C:8]2[S:7][C:6]([C:2]3([NH:1][S:37]([CH3:36])(=[O:39])=[O:38])[CH2:3][O:4][CH2:5]3)=[N:10][CH:9]=2)[CH:12]=[C:13]([NH:18][C:19]2[N:24]=[C:23]([C:25]([F:28])([F:27])[F:26])[CH:22]=[CH:21][N:20]=2)[CH:14]=1. Reactant: [NH2:1][C:2]1([C:6]2[S:7][C:8]([C:11]3[CH:12]=[C:13]([NH:18][C:19]4[N:24]=[C:23]([C:25]([F:28])([F:27])[F:26])[CH:22]=[CH:21][N:20]=4)[CH:14]=[C:15]([CH3:17])[CH:16]=3)=[CH:9][N:10]=2)[CH2:5][O:4][CH2:3]1.CCN(CC)CC.[CH3:36][S:37](Cl)(=[O:39])=[O:38]. The catalyst class is: 96.